This data is from Forward reaction prediction with 1.9M reactions from USPTO patents (1976-2016). The task is: Predict the product of the given reaction. (1) Given the reactants Br[C:2]1[CH:3]=[CH:4][C:5]([C:8]([F:11])([F:10])[F:9])=[N:6][CH:7]=1.[ClH:12].Cl.[CH:14]1([N:18]2[CH2:23][CH2:22][N:21]([C:24]([CH:26]3[CH2:31][CH2:30][NH:29][CH2:28][CH2:27]3)=[O:25])[CH2:20][CH2:19]2)[CH2:17][CH2:16][CH2:15]1, predict the reaction product. The product is: [ClH:12].[CH:14]1([N:18]2[CH2:23][CH2:22][N:21]([C:24]([CH:26]3[CH2:31][CH2:30][N:29]([C:2]4[CH:7]=[N:6][C:5]([C:8]([F:11])([F:10])[F:9])=[CH:4][CH:3]=4)[CH2:28][CH2:27]3)=[O:25])[CH2:20][CH2:19]2)[CH2:17][CH2:16][CH2:15]1. (2) Given the reactants Cl[C:2]1[CH:7]=[CH:6][N:5]=[C:4]2[CH:8]=[C:9]([C:11]3[S:12][CH:13]=[C:14]([C:16]([NH:18][CH3:19])=[O:17])[N:15]=3)[S:10][C:3]=12.[CH3:20][NH:21][C:22]([C:24]1[C:32]2[C:27](=[CH:28][C:29]([OH:33])=[CH:30][CH:31]=2)[N:26]([CH3:34])[C:25]=1[CH3:35])=[O:23].C([O-])([O-])=O.[Cs+].[Cs+], predict the reaction product. The product is: [CH3:20][NH:21][C:22]([C:24]1[C:32]2[C:27](=[CH:28][C:29]([O:33][C:2]3[CH:7]=[CH:6][N:5]=[C:4]4[CH:8]=[C:9]([C:11]5[S:12][CH:13]=[C:14]([C:16](=[O:17])[NH:18][CH3:19])[N:15]=5)[S:10][C:3]=34)=[CH:30][CH:31]=2)[N:26]([CH3:34])[C:25]=1[CH3:35])=[O:23]. (3) Given the reactants COC(C1C=C(O)C2C(=C(OCC3C=CC=CC=3)C=CC=2)N=1)=O.C([O:31][C:32]([C:34]1[C:43]([C:44]#[C:45][C:46]2[CH:51]=[CH:50][CH:49]=[CH:48][CH:47]=2)=[C:42]([O:52]CC2C=CC=CC=2)[C:41]2[C:36](=[C:37]([C:60]#[N:61])[CH:38]=[CH:39][CH:40]=2)[N:35]=1)=[O:33])C1C=CC=CC=1, predict the reaction product. The product is: [C:60]([C:37]1[CH:38]=[CH:39][CH:40]=[C:41]2[C:36]=1[N:35]=[C:34]([C:32]([OH:33])=[O:31])[C:43]([C:44]#[C:45][C:46]1[CH:51]=[CH:50][CH:49]=[CH:48][CH:47]=1)=[C:42]2[OH:52])#[N:61]. (4) Given the reactants [OH:1][C:2]([CH3:29])([CH3:28])[CH:3]([C:22]1[CH:23]=[N:24][CH:25]=[CH:26][CH:27]=1)[O:4][C:5]1[C:6]([NH:15][S:16]([CH2:19][CH2:20][CH3:21])(=[O:18])=[O:17])=[N:7][C:8]2[C:13]([N:14]=1)=[CH:12][CH:11]=[CH:10][CH:9]=2.ClC1C=CC=C(C(OO)=[O:38])C=1, predict the reaction product. The product is: [OH:1][C:2]([CH3:28])([CH3:29])[CH:3]([C:22]1[CH:23]=[N+:24]([O-:38])[CH:25]=[CH:26][CH:27]=1)[O:4][C:5]1[C:6]([NH:15][S:16]([CH2:19][CH2:20][CH3:21])(=[O:18])=[O:17])=[N:7][C:8]2[C:13](=[CH:12][CH:11]=[CH:10][CH:9]=2)[N:14]=1.